Predict the reactants needed to synthesize the given product. From a dataset of Full USPTO retrosynthesis dataset with 1.9M reactions from patents (1976-2016). (1) Given the product [O:27]=[C:26]1[NH:25][CH2:24][CH2:23][N:1]1[CH2:2][CH:3]([NH:14][C:15](=[O:21])[O:16][C:17]([CH3:18])([CH3:20])[CH3:19])[C:4]1[CH:9]=[CH:8][CH:7]=[C:6]([C:10]([F:13])([F:12])[F:11])[CH:5]=1, predict the reactants needed to synthesize it. The reactants are: [NH2:1][CH2:2][CH:3]([NH:14][C:15](=[O:21])[O:16][C:17]([CH3:20])([CH3:19])[CH3:18])[C:4]1[CH:9]=[CH:8][CH:7]=[C:6]([C:10]([F:13])([F:12])[F:11])[CH:5]=1.Br[CH2:23][CH2:24][N:25]=[C:26]=[O:27].[H-].[Na+].Cl. (2) The reactants are: [CH:1]1([CH2:7][NH2:8])[CH2:6][CH2:5][CH2:4][CH2:3][CH2:2]1.C(N(CC)CC)C.[F:16][C:17]1[CH:22]=[C:21]([S:23][C:24]([F:27])([F:26])[F:25])[CH:20]=[CH:19][C:18]=1[N:28]([CH3:32])[C:29](Cl)=[O:30]. Given the product [CH:1]1([CH2:7][NH:8][C:29](=[O:30])[N:28]([C:18]2[CH:19]=[CH:20][C:21]([S:23][C:24]([F:25])([F:26])[F:27])=[CH:22][C:17]=2[F:16])[CH3:32])[CH2:6][CH2:5][CH2:4][CH2:3][CH2:2]1, predict the reactants needed to synthesize it. (3) Given the product [C:21]1([C:18]2[CH2:17][CH2:16][N:15]([CH2:14][CH2:13][CH2:12][C:9]3[NH:8][C:7](=[O:27])[C:6]4[C:11](=[C:2]([C:33]#[C:32][Si:29]([CH3:31])([CH3:30])[CH3:28])[CH:3]=[CH:4][CH:5]=4)[N:10]=3)[CH2:20][CH:19]=2)[CH:26]=[CH:25][CH:24]=[CH:23][CH:22]=1, predict the reactants needed to synthesize it. The reactants are: I[C:2]1[CH:3]=[CH:4][CH:5]=[C:6]2[C:11]=1[N:10]=[C:9]([CH2:12][CH2:13][CH2:14][N:15]1[CH2:20][CH:19]=[C:18]([C:21]3[CH:26]=[CH:25][CH:24]=[CH:23][CH:22]=3)[CH2:17][CH2:16]1)[NH:8][C:7]2=[O:27].[CH3:28][Si:29]([C:32]#[CH:33])([CH3:31])[CH3:30].C(N(CC)CC)C. (4) Given the product [CH3:10][C:8]1[CH:9]=[C:2]([CH3:1])[C:3]([C:4]([NH2:5])=[O:18])=[C:6]([N+:11]([O-:13])=[O:12])[CH:7]=1, predict the reactants needed to synthesize it. The reactants are: [CH3:1][C:2]1[CH:9]=[C:8]([CH3:10])[CH:7]=[C:6]([N+:11]([O-:13])=[O:12])[C:3]=1[C:4]#[N:5].OO.CS(C)=[O:18].[OH-].[K+]. (5) Given the product [CH2:27]([O:26][C:21]1[CH:22]=[CH:23][CH:24]=[CH:25][C:20]=1[C:18]1[N:17]=[CH:16][N:15]=[C:14]([NH:12][C:8]2[CH:9]=[CH:10][CH:11]=[C:6]([S:3]([CH3:2])(=[O:4])=[O:5])[CH:7]=2)[CH:19]=1)[C:28]1[CH:29]=[CH:30][CH:31]=[CH:32][CH:33]=1, predict the reactants needed to synthesize it. The reactants are: Cl.[CH3:2][S:3]([C:6]1[CH:7]=[C:8]([NH2:12])[CH:9]=[CH:10][CH:11]=1)(=[O:5])=[O:4].Cl[C:14]1[CH:19]=[C:18]([C:20]2[CH:25]=[CH:24][CH:23]=[CH:22][C:21]=2[O:26][CH2:27][C:28]2[CH:33]=[CH:32][CH:31]=[CH:30][CH:29]=2)[N:17]=[CH:16][N:15]=1.C([O-])(O)=O.[Na+]. (6) Given the product [F:27][C:26]([F:29])([F:28])[S:23]([O:1][C:2]1[CH:11]=[CH:10][C:5]([C:6]([O:8][CH3:9])=[O:7])=[CH:4][C:3]=1[C:12]([O:14][CH3:15])=[O:13])(=[O:25])=[O:24], predict the reactants needed to synthesize it. The reactants are: [OH:1][C:2]1[CH:11]=[CH:10][C:5]([C:6]([O:8][CH3:9])=[O:7])=[CH:4][C:3]=1[C:12]([O:14][CH3:15])=[O:13].C(N(CC)CC)C.[S:23](O[S:23]([C:26]([F:29])([F:28])[F:27])(=[O:25])=[O:24])([C:26]([F:29])([F:28])[F:27])(=[O:25])=[O:24]. (7) Given the product [C:16]([S:20]([NH:23][C@@H:24]1[CH2:25][CH2:26][C@H:27]([C:30]2[NH:8][C:7]3[C:2](=[N:3][C:4]([C:9]4[CH:10]=[CH:11][C:12]([F:15])=[CH:13][CH:14]=4)=[N:5][CH:6]=3)[N:1]=2)[CH2:28][CH2:29]1)(=[O:22])=[O:21])([CH3:19])([CH3:17])[CH3:18], predict the reactants needed to synthesize it. The reactants are: [NH2:1][C:2]1[C:7]([NH2:8])=[CH:6][N:5]=[C:4]([C:9]2[CH:14]=[CH:13][C:12]([F:15])=[CH:11][CH:10]=2)[N:3]=1.[C:16]([S:20]([NH:23][C@@H:24]1[CH2:29][CH2:28][C@H:27]([C:30](O)=O)[CH2:26][CH2:25]1)(=[O:22])=[O:21])([CH3:19])([CH3:18])[CH3:17]. (8) Given the product [CH2:14]([C:2]1[N:7]=[C:6]([C:8]#[N:9])[C:5]([O:10][CH3:11])=[CH:4][C:3]=1[O:12][CH3:13])[CH3:15], predict the reactants needed to synthesize it. The reactants are: Br[C:2]1[N:7]=[C:6]([C:8]#[N:9])[C:5]([O:10][CH3:11])=[CH:4][C:3]=1[O:12][CH3:13].[CH2:14]([Mg]Br)[CH3:15]. (9) The reactants are: [C:1]1([CH3:10])[CH:6]=[CH:5][C:4]([S:7]([O-:9])=[O:8])=[CH:3][CH:2]=1.[Na+].Br[CH2:13][C:14](=[O:16])[CH3:15]. Given the product [CH3:10][C:1]1[CH:6]=[CH:5][C:4]([S:7]([CH2:13][C:14]([CH3:15])=[O:16])(=[O:9])=[O:8])=[CH:3][CH:2]=1, predict the reactants needed to synthesize it. (10) Given the product [C:1]([CH2:3][NH:4][C:5](=[O:31])[C@@H:6]([O:11][C@@H:12]([C:13]1[CH:18]=[CH:17][C:16]([C:19]#[CH:20])=[CH:15][CH:14]=1)[C:25]1[CH:26]=[CH:27][CH:28]=[CH:29][CH:30]=1)[CH2:7][CH:8]([CH3:10])[CH3:9])#[N:2], predict the reactants needed to synthesize it. The reactants are: [C:1]([CH2:3][NH:4][C:5](=[O:31])[C@@H:6]([O:11][C@H:12]([C:25]1[CH:30]=[CH:29][CH:28]=[CH:27][CH:26]=1)[C:13]1[CH:18]=[CH:17][C:16]([C:19]#[C:20][Si](C)(C)C)=[CH:15][CH:14]=1)[CH2:7][CH:8]([CH3:10])[CH3:9])#[N:2].CO.